This data is from Full USPTO retrosynthesis dataset with 1.9M reactions from patents (1976-2016). The task is: Predict the reactants needed to synthesize the given product. Given the product [F:18][C:14]1[CH:13]=[C:12]([C:19]2[C:20]([C:23]3[CH:28]=[CH:27][CH:26]=[CH:25][CH:24]=3)=[N:21][O:22][C:1]=2[CH3:2])[CH:11]=[C:10]([F:9])[C:15]=1[S:16][CH3:17], predict the reactants needed to synthesize it. The reactants are: [CH:1]([N-]C(C)C)(C)[CH3:2].[Li+].[F:9][C:10]1[CH:11]=[C:12]([CH2:19][C:20]([C:23]2[CH:28]=[CH:27][CH:26]=[CH:25][CH:24]=2)=[N:21][OH:22])[CH:13]=[C:14]([F:18])[C:15]=1[S:16][CH3:17].[Cl-].[NH4+].CC1C=CC(S(O)(=O)=O)=CC=1.